Dataset: Full USPTO retrosynthesis dataset with 1.9M reactions from patents (1976-2016). Task: Predict the reactants needed to synthesize the given product. (1) Given the product [CH2:27]([N:34]1[C:38](=[NH:39])/[C:37](=[CH:11]/[C:10]2[CH:13]=[CH:14][C:7]([O:6][CH2:5][C:4]3[CH:17]=[CH:18][C:19]([C:21]([F:22])([F:23])[F:24])=[CH:20][C:3]=3[C:2]([F:1])([F:25])[F:26])=[C:8]([O:15][CH3:16])[CH:9]=2)/[NH:36][C:35]1=[O:40])[C:28]1[CH:29]=[CH:30][CH:31]=[CH:32][CH:33]=1, predict the reactants needed to synthesize it. The reactants are: [F:1][C:2]([F:26])([F:25])[C:3]1[CH:20]=[C:19]([C:21]([F:24])([F:23])[F:22])[CH:18]=[CH:17][C:4]=1[CH2:5][O:6][C:7]1[CH:14]=[CH:13][C:10]([CH:11]=O)=[CH:9][C:8]=1[O:15][CH3:16].[CH2:27]([N:34]1[C:38](=[NH:39])[CH2:37][NH:36][C:35]1=[O:40])[C:28]1[CH:33]=[CH:32][CH:31]=[CH:30][CH:29]=1.N1CCCCC1. (2) Given the product [CH2:44]([O:51][C:52]([N:54]1[CH2:59][CH2:58][CH:57]([CH:60]([O:65][C:21]2[CH:43]=[CH:42][C:24]3[C:25]4[N:29]([CH2:30][CH2:31][O:32][C:23]=3[CH:22]=2)[CH:28]=[C:27]([C:33]2[N:34]([CH:39]([CH3:41])[CH3:40])[N:35]=[C:36]([CH3:38])[N:37]=2)[N:26]=4)[C:61]([F:64])([F:63])[F:62])[CH2:56][CH2:55]1)=[O:53])[C:45]1[CH:50]=[CH:49][CH:48]=[CH:47][CH:46]=1, predict the reactants needed to synthesize it. The reactants are: C(OC(N1CCC(C(O[C:21]2[CH:43]=[CH:42][C:24]3[C:25]4[N:29]([CH2:30][CH2:31][O:32][C:23]=3[CH:22]=2)[CH:28]=[C:27]([C:33]2[N:34]([CH:39]([CH3:41])[CH3:40])[N:35]=[C:36]([CH3:38])[N:37]=2)[N:26]=4)CC)CC1)=O)C1C=CC=CC=1.[CH2:44]([O:51][C:52]([N:54]1[CH2:59][CH2:58][CH:57]([CH:60]([O:65]S(C(F)(F)F)(=O)=O)[C:61]([F:64])([F:63])[F:62])[CH2:56][CH2:55]1)=[O:53])[C:45]1[CH:50]=[CH:49][CH:48]=[CH:47][CH:46]=1.C([O-])([O-])=O.[Cs+].[Cs+]. (3) Given the product [Br:14][C:6]1[N:2]([CH3:1])[N:3]=[C:4]([C:8]([F:11])([F:10])[F:9])[CH:5]=1, predict the reactants needed to synthesize it. The reactants are: [CH3:1][N:2]1[C:6](O)=[CH:5][C:4]([C:8]([F:11])([F:10])[F:9])=[N:3]1.P(Br)(Br)([Br:14])=O.[OH-].[Na+]. (4) The reactants are: [Cl:1][C:2]1[CH:3]=[C:4]2[C:8](=[C:9]([Cl:11])[CH:10]=1)[N:7]([C:12]1[C:17]([CH:18]=[O:19])=[C:16]([NH:20][CH:21]([CH2:24][CH3:25])[CH2:22][CH3:23])[N:15]=[C:14]([CH3:26])[N:13]=1)[CH2:6][CH2:5]2.[BH4-].[Na+]. Given the product [Cl:1][C:2]1[CH:3]=[C:4]2[C:8](=[C:9]([Cl:11])[CH:10]=1)[N:7]([C:12]1[C:17]([CH2:18][OH:19])=[C:16]([NH:20][CH:21]([CH2:24][CH3:25])[CH2:22][CH3:23])[N:15]=[C:14]([CH3:26])[N:13]=1)[CH2:6][CH2:5]2, predict the reactants needed to synthesize it. (5) Given the product [Br:11][C:12]1[CH:17]=[C:16]([F:18])[CH:15]=[CH:14][C:13]=1[CH:19]=[O:20], predict the reactants needed to synthesize it. The reactants are: C(Cl)(=O)C(Cl)=O.CS(C)=O.[Br:11][C:12]1[CH:17]=[C:16]([F:18])[CH:15]=[CH:14][C:13]=1[CH2:19][OH:20].C(N(CC)CC)C. (6) Given the product [Br:13][C:6]1[N:7]([CH3:12])[N:8]=[C:9]2[C:5]=1[CH:4]=[C:3]([O:2][CH3:1])[CH:11]=[CH:10]2, predict the reactants needed to synthesize it. The reactants are: [CH3:1][O:2][C:3]1[CH:11]=[CH:10][C:9]2[C:5](=[CH:6][N:7]([CH3:12])[N:8]=2)[CH:4]=1.[Br:13]N1C(=O)CCC1=O.